From a dataset of Peptide-MHC class II binding affinity with 134,281 pairs from IEDB. Regression. Given a peptide amino acid sequence and an MHC pseudo amino acid sequence, predict their binding affinity value. This is MHC class II binding data. The peptide sequence is LGQQQPFPPQQPYPQPQPFP. The MHC is DRB1_1101 with pseudo-sequence DRB1_1101. The binding affinity (normalized) is 0.